From a dataset of Forward reaction prediction with 1.9M reactions from USPTO patents (1976-2016). Predict the product of the given reaction. (1) Given the reactants [F:1][C:2]1[CH:10]=[CH:9][CH:8]=[C:7]([F:11])[C:3]=1[C:4](O)=[O:5].FC1C=CC(CC(O)=O)=CC=1, predict the reaction product. The product is: [F:1][C:2]1[CH:10]=[CH:9][CH:8]=[C:7]([F:11])[C:3]=1[CH:4]=[O:5]. (2) Given the reactants [N+:1]([C:4]1[CH:26]=[CH:25][C:7]([O:8][CH2:9][CH2:10][C:11]2[N:16]=[C:15]([NH:17][C:18](=[O:24])[O:19][C:20]([CH3:23])([CH3:22])[CH3:21])[CH:14]=[CH:13][CH:12]=2)=[CH:6][CH:5]=1)([O-])=O.[H][H], predict the reaction product. The product is: [NH2:1][C:4]1[CH:5]=[CH:6][C:7]([O:8][CH2:9][CH2:10][C:11]2[N:16]=[C:15]([NH:17][C:18](=[O:24])[O:19][C:20]([CH3:23])([CH3:21])[CH3:22])[CH:14]=[CH:13][CH:12]=2)=[CH:25][CH:26]=1. (3) Given the reactants [CH:1]([N:4]1[C:8]([C:9]2[N:18]=[C:17]3[N:11]([CH2:12][CH2:13][O:14][C:15]4[CH:22]=[C:21]([OH:23])[CH:20]=[CH:19][C:16]=43)[CH:10]=2)=[N:7][C:6]([CH3:24])=[N:5]1)([CH3:3])[CH3:2].[CH2:25]([O:32][C:33]([N:35]1[CH2:40][CH2:39][CH:38]([CH:41](O)[CH2:42][CH3:43])[CH2:37][CH2:36]1)=[O:34])[C:26]1[CH:31]=[CH:30][CH:29]=[CH:28][CH:27]=1.C1(P(C2C=CC=CC=2)C2C=CC=CC=2)C=CC=CC=1.CCOC(/N=N/C(OCC)=O)=O, predict the reaction product. The product is: [CH2:25]([O:32][C:33]([N:35]1[CH2:40][CH2:39][CH:38]([CH:41]([O:23][C:21]2[CH:20]=[CH:19][C:16]3[C:17]4[N:11]([CH2:12][CH2:13][O:14][C:15]=3[CH:22]=2)[CH:10]=[C:9]([C:8]2[N:4]([CH:1]([CH3:3])[CH3:2])[N:5]=[C:6]([CH3:24])[N:7]=2)[N:18]=4)[CH2:42][CH3:43])[CH2:37][CH2:36]1)=[O:34])[C:26]1[CH:27]=[CH:28][CH:29]=[CH:30][CH:31]=1.